Predict the product of the given reaction. From a dataset of Forward reaction prediction with 1.9M reactions from USPTO patents (1976-2016). (1) Given the reactants [Cl:1][C:2]1[CH:7]=[CH:6][C:5]([Cl:8])=[CH:4][C:3]=1[OH:9].O[CH:11]([CH2:23][CH3:24])[CH2:12][CH2:13][N:14]([CH3:22])[C:15](=[O:21])[O:16][C:17]([CH3:20])([CH3:19])[CH3:18].C1(P(C2C=CC=CC=2)C2C=CC=CC=2)C=CC=CC=1.N(C(OCC)=O)=NC(OCC)=O, predict the reaction product. The product is: [CH3:20][C:17]([O:16][C:15](=[O:21])[N:14]([CH2:13][CH2:12][CH:11]([O:9][C:3]1[CH:4]=[C:5]([Cl:8])[CH:6]=[CH:7][C:2]=1[Cl:1])[CH2:23][CH3:24])[CH3:22])([CH3:18])[CH3:19]. (2) Given the reactants [H-].[Na+].[CH2:3]([O:5][CH:6]([O:14][CH2:15][CH3:16])[C:7]1[N:12]=[CH:11][C:10]([NH2:13])=[CH:9][N:8]=1)[CH3:4].Cl[C:18]1[C:27]2[C:22](=[CH:23][C:24]([O:30][CH2:31][CH2:32][CH2:33][Cl:34])=[C:25]([O:28][CH3:29])[CH:26]=2)[N:21]=[CH:20][N:19]=1, predict the reaction product. The product is: [Cl:34][CH2:33][CH2:32][CH2:31][O:30][C:24]1[CH:23]=[C:22]2[C:27]([C:18]([NH:13][C:10]3[CH:11]=[N:12][C:7]([CH:6]([O:5][CH2:3][CH3:4])[O:14][CH2:15][CH3:16])=[N:8][CH:9]=3)=[N:19][CH:20]=[N:21]2)=[CH:26][C:25]=1[O:28][CH3:29]. (3) Given the reactants [N:1]1([C:7]2[O:8][C:9]3[C:14]([C:15](=[O:17])[CH:16]=2)=[CH:13][CH:12]=[CH:11][C:10]=3B2OC(C)(C)C(C)(C)O2)[CH2:6][CH2:5][O:4][CH2:3][CH2:2]1.C1(C)C=CC=CC=1.Br[C:35]1[CH:40]=[C:39]([Br:41])[CH:38]=[CH:37][N:36]=1.C(=O)([O-])[O-].[K+].[K+], predict the reaction product. The product is: [Br:41][C:39]1[CH:38]=[CH:37][N:36]=[C:35]([C:10]2[CH:11]=[CH:12][CH:13]=[C:14]3[C:9]=2[O:8][C:7]([N:1]2[CH2:2][CH2:3][O:4][CH2:5][CH2:6]2)=[CH:16][C:15]3=[O:17])[CH:40]=1. (4) The product is: [Cl:15][C:12]1[S:11][C:10]([C:8](=[O:9])[CH:3]([NH:2][C:21](=[O:22])[C:20]2[CH:24]=[CH:25][C:17]([F:16])=[CH:18][CH:19]=2)[C:4]([O:6][CH3:7])=[O:5])=[CH:14][CH:13]=1. Given the reactants Cl.[NH2:2][CH:3]([C:8]([C:10]1[S:11][C:12]([Cl:15])=[CH:13][CH:14]=1)=[O:9])[C:4]([O:6][CH3:7])=[O:5].[F:16][C:17]1[CH:25]=[CH:24][C:20]([C:21](Cl)=[O:22])=[CH:19][CH:18]=1.C(=O)([O-])O.[Na+], predict the reaction product. (5) Given the reactants [C:1]1([C@@H:7](O)[CH3:8])[CH:6]=[CH:5][CH:4]=[CH:3][CH:2]=1.[CH3:10][S:11][C:12]1[N:17]=[C:16]2[NH:18][N:19]=[CH:20][C:15]2=[CH:14][N:13]=1, predict the reaction product. The product is: [CH3:10][S:11][C:12]1[N:17]=[C:16]2[N:18]([C@H:7]([C:1]3[CH:6]=[CH:5][CH:4]=[CH:3][CH:2]=3)[CH3:8])[N:19]=[CH:20][C:15]2=[CH:14][N:13]=1. (6) Given the reactants Cl[C:2]1[N:7]=[C:6]([NH:8][N:9]=[CH:10][C:11]2[CH:16]=[CH:15][C:14]([O:17][C:18]([F:21])([F:20])[F:19])=[CH:13][CH:12]=2)[N:5]=[C:4]([NH:22][C:23]2[CH:28]=[CH:27][C:26]([F:29])=[C:25]([C:30]([F:33])([F:32])[F:31])[CH:24]=2)[N:3]=1.C(N(C(C)C)CC)(C)C.[NH2:43][CH2:44][C:45]1[CH:46]=[N:47][C:48]([Cl:51])=[CH:49][CH:50]=1, predict the reaction product. The product is: [Cl:51][C:48]1[N:47]=[CH:46][C:45]([CH2:44][NH:43][C:2]2[N:3]=[C:4]([NH:22][C:23]3[CH:28]=[CH:27][C:26]([F:29])=[C:25]([C:30]([F:33])([F:32])[F:31])[CH:24]=3)[N:5]=[C:6]([NH:8][N:9]=[CH:10][C:11]3[CH:16]=[CH:15][C:14]([O:17][C:18]([F:19])([F:20])[F:21])=[CH:13][CH:12]=3)[N:7]=2)=[CH:50][CH:49]=1.